From a dataset of Full USPTO retrosynthesis dataset with 1.9M reactions from patents (1976-2016). Predict the reactants needed to synthesize the given product. Given the product [C:39]([O:43][C:44](=[O:66])[NH:45][C@@H:46]1[CH2:51][CH2:50][CH2:49][N:48]([C:52]2[C:57]([C:58]([F:59])([F:61])[F:60])=[CH:56][N:55]=[C:54]3[NH:62][CH:63]=[C:64]([NH:65][C:19]([C:21]4[CH:22]=[N:23][N:24]([CH2:26][C:27]5[CH:32]=[CH:31][C:30]([F:33])=[CH:29][CH:28]=5)[CH:25]=4)=[O:20])[C:53]=23)[CH2:47]1)([CH3:42])([CH3:40])[CH3:41], predict the reactants needed to synthesize it. The reactants are: N[C@@H]1CCCN(C2C(Br)=CN=C3NC=C(N[C:19]([C:21]4[CH:22]=[N:23][N:24]([CH2:26][C:27]5[CH:32]=[CH:31][C:30]([F:33])=[CH:29][CH:28]=5)[CH:25]=4)=[O:20])C=23)C1.CN(C=O)C.[C:39]([O:43][C:44](=[O:66])[NH:45][C@@H:46]1[CH2:51][CH2:50][CH2:49][N:48]([C:52]2[C:57]([C:58]([F:61])([F:60])[F:59])=[CH:56][N:55]=[C:54]3[NH:62][CH:63]=[C:64]([NH2:65])[C:53]=23)[CH2:47]1)([CH3:42])([CH3:41])[CH3:40].CCN(CC)CC.